Dataset: Forward reaction prediction with 1.9M reactions from USPTO patents (1976-2016). Task: Predict the product of the given reaction. (1) The product is: [CH3:6][O:5][C:4]1[CH:7]=[CH:8][C:1]([C:9]2[N:25]=[C:23]([SH:24])[N:22]([CH3:21])[C:11]=2[C:13]2[CH:20]=[CH:19][C:16]([O:17][CH3:18])=[CH:15][CH:14]=2)=[CH:2][CH:3]=1. Given the reactants [C:1]1([C:9]([CH:11]([C:13]2[CH:20]=[CH:19][C:16]([O:17][CH3:18])=[CH:15][CH:14]=2)O)=O)[CH:8]=[CH:7][C:4]([O:5][CH3:6])=[CH:3][CH:2]=1.[CH3:21][NH:22][C:23]([NH2:25])=[S:24], predict the reaction product. (2) Given the reactants [F:1][C:2]1[CH:7]=[CH:6][C:5]([NH:8][C:9]2([C:15]#[N:16])[CH2:14][CH2:13][CH2:12][CH2:11][CH2:10]2)=[CH:4][CH:3]=1.[O-:17][C:18]#N.[Na+].Cl.C(O)(=[O:24])C, predict the reaction product. The product is: [F:1][C:2]1[CH:3]=[CH:4][C:5]([N:8]2[C:9]3([CH2:14][CH2:13][CH2:12][CH2:11][CH2:10]3)[C:15](=[O:24])[NH:16][C:18]2=[O:17])=[CH:6][CH:7]=1. (3) The product is: [C:29]1([CH3:30])[CH:31]=[CH:32][C:26]([S:23]([O:22][CH:11]([CH2:10][CH2:9][CH2:8][CH2:7][CH2:6][CH2:5][CH2:4][CH2:3][CH2:2][CH3:1])[CH2:12][CH2:13][CH2:14][CH2:15][CH2:16][CH2:17][CH2:18][CH2:19][CH2:20][CH3:21])(=[O:25])=[O:24])=[CH:27][CH:28]=1. Given the reactants [CH3:1][CH2:2][CH2:3][CH2:4][CH2:5][CH2:6][CH2:7][CH2:8][CH2:9][CH2:10][CH:11]([OH:22])[CH2:12][CH2:13][CH2:14][CH2:15][CH2:16][CH2:17][CH2:18][CH2:19][CH2:20][CH3:21].[S:23](Cl)([C:26]1[CH:32]=[CH:31][C:29]([CH3:30])=[CH:28][CH:27]=1)(=[O:25])=[O:24], predict the reaction product. (4) Given the reactants [H-].[Na+].CI.[OH:5][C:6]([C:9]1[N:14]=[C:13]([C:15]([F:18])([F:17])[F:16])[N:12]=[C:11]([C:19]([OH:21])=[O:20])[CH:10]=1)([CH3:8])[CH3:7].[CH3:22]N(C)C=O.O.[OH-].[Li+].Cl, predict the reaction product. The product is: [CH3:22][O:5][C:6]([C:9]1[N:14]=[C:13]([C:15]([F:18])([F:16])[F:17])[N:12]=[C:11]([C:19]([OH:21])=[O:20])[CH:10]=1)([CH3:7])[CH3:8]. (5) The product is: [CH3:31][O:32][C:33]1[CH:38]=[C:37]([N+:39]([O-:41])=[O:40])[CH:36]=[CH:35][C:34]=1[C:2]1[N:6]([C:7]([C:8]2[CH:9]=[CH:10][CH:11]=[CH:12][CH:13]=2)([C:20]2[CH:21]=[CH:22][CH:23]=[CH:24][CH:25]=2)[C:14]2[CH:19]=[CH:18][CH:17]=[CH:16][CH:15]=2)[CH:5]=[N:4][CH:3]=1. Given the reactants Br[C:2]1[N:6]([C:7]([C:20]2[CH:25]=[CH:24][CH:23]=[CH:22][CH:21]=2)([C:14]2[CH:19]=[CH:18][CH:17]=[CH:16][CH:15]=2)[C:8]2[CH:13]=[CH:12][CH:11]=[CH:10][CH:9]=2)[CH:5]=[N:4][CH:3]=1.N1C=CN=C1.[CH3:31][O:32][C:33]1[CH:38]=[C:37]([N+:39]([O-:41])=[O:40])[CH:36]=[CH:35][C:34]=1[Sn](C)(C)C.C(=O)([O-])[O-].[K+].[K+], predict the reaction product. (6) Given the reactants [NH2:1][C:2]1[C:13]([Br:14])=[CH:12][C:5]2[C:6]([C:9](O)=[O:10])=[CH:7][O:8][C:4]=2[CH:3]=1.C[CH2:16][N:17]=C=NCCCN(C)C.C1C=CC2N(O)N=NC=2C=1.CCN(CC)CC.CN.Cl, predict the reaction product. The product is: [NH2:1][C:2]1[C:13]([Br:14])=[CH:12][C:5]2[C:6]([C:9]([NH:17][CH3:16])=[O:10])=[CH:7][O:8][C:4]=2[CH:3]=1. (7) Given the reactants [C:1]([C:5]1[CH:9]=[C:8]([NH2:10])[N:7]([CH2:11][CH2:12][CH2:13][C:14]([F:17])([F:16])[F:15])[N:6]=1)([CH3:4])([CH3:3])[CH3:2].[F:18][C:19]1[CH:27]=[CH:26][C:25]([C:28]([F:31])([F:30])[F:29])=[CH:24][C:20]=1[C:21](Cl)=[O:22].CCOC(C)=O, predict the reaction product. The product is: [C:1]([C:5]1[CH:9]=[C:8]([NH:10][C:21](=[O:22])[C:20]2[CH:24]=[C:25]([C:28]([F:29])([F:30])[F:31])[CH:26]=[CH:27][C:19]=2[F:18])[N:7]([CH2:11][CH2:12][CH2:13][C:14]([F:16])([F:17])[F:15])[N:6]=1)([CH3:4])([CH3:2])[CH3:3].